Dataset: Full USPTO retrosynthesis dataset with 1.9M reactions from patents (1976-2016). Task: Predict the reactants needed to synthesize the given product. (1) Given the product [Cl:18][CH2:14][C:10]1[CH:11]=[CH:12][CH:13]=[C:8]([O:7][C:1]2[CH:6]=[CH:5][CH:4]=[CH:3][CH:2]=2)[CH:9]=1, predict the reactants needed to synthesize it. The reactants are: [C:1]1([O:7][C:8]2[CH:9]=[C:10]([CH2:14]O)[CH:11]=[CH:12][CH:13]=2)[CH:6]=[CH:5][CH:4]=[CH:3][CH:2]=1.S(Cl)([Cl:18])=O. (2) Given the product [NH2:9][C:3]1[N:4]=[CH:5][N:6]=[C:7]([NH:10][CH2:11][CH:12]2[CH2:13][CH2:14][N:15]([C:18](=[O:20])[CH:38]=[CH2:39])[CH2:16][CH2:17]2)[C:2]=1[C:32]1[CH:33]=[CH:34][C:26]2[O:25][CH2:30][CH2:29][O:28][C:27]=2[CH:31]=1, predict the reactants needed to synthesize it. The reactants are: Cl[C:2]1[C:3]([NH2:9])=[N:4][CH:5]=[N:6][C:7]=1Cl.[NH2:10][CH2:11][CH:12]1[CH2:17][CH2:16][N:15]([C:18]([O:20]C(C)(C)C)=O)[CH2:14][CH2:13]1.[O:25]1[CH2:30][CH2:29][O:28][C:27]2[CH:31]=[C:32](B(O)O)[CH:33]=[CH:34][C:26]1=2.[C:38](Cl)(=O)[CH:39]=C. (3) Given the product [ClH:1].[Cl:12][C:9]1[CH:10]=[C:11]2[C:6](=[CH:7][CH:8]=1)[N:5]=[N:4][CH:3]=[C:2]2[NH:16][C:15]1[CH:17]=[C:18]([OH:22])[C:19]([CH3:21])=[CH:20][C:14]=1[F:13], predict the reactants needed to synthesize it. The reactants are: [Cl:1][C:2]1[C:11]2[C:6](=[CH:7][CH:8]=[C:9]([Cl:12])[CH:10]=2)[N:5]=[N:4][CH:3]=1.[F:13][C:14]1[CH:20]=[C:19]([CH3:21])[C:18]([OH:22])=[CH:17][C:15]=1[NH2:16]. (4) Given the product [F:31][CH:30]([F:32])[CH2:29][N:22]([CH:23]1[CH2:28][CH2:27][O:26][CH2:25][CH2:24]1)[C:4]1[C:5]([CH3:21])=[C:6]([C:7]([NH:9][CH2:10][C:11]2[C:12](=[O:19])[NH:13][C:14]([CH3:18])=[CH:15][C:16]=2[CH3:17])=[O:8])[CH:20]=[C:2]([C:41]2[CH:42]=[CH:43][C:44]([CH2:45][N:46]3[CH2:51][CH2:50][O:49][CH2:48][CH2:47]3)=[CH:52][CH:53]=2)[CH:3]=1, predict the reactants needed to synthesize it. The reactants are: Br[C:2]1[CH:3]=[C:4]([N:22]([CH2:29][CH:30]([F:32])[F:31])[CH:23]2[CH2:28][CH2:27][O:26][CH2:25][CH2:24]2)[C:5]([CH3:21])=[C:6]([CH:20]=1)[C:7]([NH:9][CH2:10][C:11]1[C:12](=[O:19])[NH:13][C:14]([CH3:18])=[CH:15][C:16]=1[CH3:17])=[O:8].CC1(C)C(C)(C)OB([C:41]2[CH:53]=[CH:52][C:44]([CH2:45][N:46]3[CH2:51][CH2:50][O:49][CH2:48][CH2:47]3)=[CH:43][CH:42]=2)O1.C([O-])([O-])=O.[Na+].[Na+]. (5) Given the product [Cl:1][C:2]1[C:3]2[N:4]([C:8]([CH:20]=[O:21])=[C:9]([CH2:11][CH3:12])[N:10]=2)[CH:5]=[CH:6][N:7]=1, predict the reactants needed to synthesize it. The reactants are: [Cl:1][C:2]1[C:3]2[N:4]([CH:8]=[C:9]([CH2:11][CH3:12])[N:10]=2)[CH:5]=[CH:6][N:7]=1.P(Cl)(Cl)(Cl)=O.CN(C)[CH:20]=[O:21]. (6) The reactants are: [CH3:1][O:2][C:3]([C:5]1[N:6]([NH2:11])[CH:7]=[C:8]([Cl:10])[CH:9]=1)=[O:4].[F:12][C:13]([F:23])([F:22])[C:14]1[CH:21]=[CH:20][C:17]([CH:18]=O)=[CH:16][CH:15]=1. Given the product [CH3:1][O:2][C:3]([C:5]1[N:6]([N:11]=[CH:18][C:17]2[CH:16]=[CH:15][C:14]([C:13]([F:12])([F:22])[F:23])=[CH:21][CH:20]=2)[CH:7]=[C:8]([Cl:10])[CH:9]=1)=[O:4], predict the reactants needed to synthesize it.